From a dataset of Catalyst prediction with 721,799 reactions and 888 catalyst types from USPTO. Predict which catalyst facilitates the given reaction. (1) Product: [F:23][C:20]1[CH:21]=[CH:22][C:15]([O:13][C:7]2[CH:12]=[CH:11][CH:10]=[CH:9][CH:8]=2)=[C:16]([CH:19]=1)[C:17]#[N:18]. The catalyst class is: 9. Reactant: C(=O)([O-])[O-].[K+].[K+].[C:7]1([OH:13])[CH:12]=[CH:11][CH:10]=[CH:9][CH:8]=1.F[C:15]1[CH:22]=[CH:21][C:20]([F:23])=[CH:19][C:16]=1[C:17]#[N:18]. (2) Reactant: CC(N1CCC(C2SC(C3C=CC(NC(NC4C=C(F)C(F)=CC=4F)=O)=CC=3)=CN=2)CC1)(C)C(O)=O.[Cl:37][C:38]1[CH:43]=[CH:42][CH:41]=[CH:40][C:39]=1[NH:44][C:45](=[O:74])[NH:46][C:47]1[CH:52]=[CH:51][C:50]([C:53]2[S:57][C:56]([CH:58]3[CH2:63][CH2:62][N:61]([C:64]([CH3:73])([CH3:72])[C:65]([O:67]C(C)(C)C)=[O:66])[CH2:60][CH2:59]3)=[N:55][CH:54]=2)=[CH:49][CH:48]=1.Cl. Product: [Cl:37][C:38]1[CH:43]=[CH:42][CH:41]=[CH:40][C:39]=1[NH:44][C:45](=[O:74])[NH:46][C:47]1[CH:48]=[CH:49][C:50]([C:53]2[S:57][C:56]([CH:58]3[CH2:59][CH2:60][N:61]([C:64]([CH3:72])([CH3:73])[C:65]([OH:67])=[O:66])[CH2:62][CH2:63]3)=[N:55][CH:54]=2)=[CH:51][CH:52]=1. The catalyst class is: 32. (3) Reactant: [CH3:1][N:2]1[CH2:7][CH2:6][CH:5]([C:8]2[C:16]3[CH:15]=[C:14]([OH:17])[CH:13]=[CH:12][C:11]=3[N:10]3[CH2:18][CH2:19][CH2:20][C:9]=23)[CH2:4][CH2:3]1.[OH-].[Na+].[C:23]1([S:29]([Cl:32])(=[O:31])=[O:30])[CH:28]=[CH:27][CH:26]=[CH:25][CH:24]=1. Product: [ClH:32].[CH3:1][N:2]1[CH2:7][CH2:6][CH:5]([C:8]2[C:16]3[CH:15]=[C:14]([O:17][S:29]([C:23]4[CH:28]=[CH:27][CH:26]=[CH:25][CH:24]=4)(=[O:31])=[O:30])[CH:13]=[CH:12][C:11]=3[N:10]3[CH2:18][CH2:19][CH2:20][C:9]=23)[CH2:4][CH2:3]1. The catalyst class is: 1.